From a dataset of Catalyst prediction with 721,799 reactions and 888 catalyst types from USPTO. Predict which catalyst facilitates the given reaction. (1) Reactant: [S:1]1[C:5]2[CH:6]=[CH:7][CH:8]=[CH:9][C:4]=2[N:3]=[C:2]1[NH:10][C:11]([C:13]1[CH:14]=[CH:15][CH:16]=[C:17]2[C:22]=1[CH2:21][N:20]([C:23]1[S:24][C:25]([I:32])=[C:26]([C:28]([O:30][CH3:31])=[O:29])[N:27]=1)[CH2:19][CH2:18]2)=[O:12].Cl[CH2:34][O:35][CH2:36][CH2:37][Si:38]([CH3:41])([CH3:40])[CH3:39].C(N(CC)CC)C. The catalyst class is: 4. Product: [S:1]1[C:5]2[CH:6]=[CH:7][CH:8]=[CH:9][C:4]=2[N:3]=[C:2]1[N:10]([CH2:34][O:35][CH2:36][CH2:37][Si:38]([CH3:41])([CH3:40])[CH3:39])[C:11]([C:13]1[CH:14]=[CH:15][CH:16]=[C:17]2[C:22]=1[CH2:21][N:20]([C:23]1[S:24][C:25]([I:32])=[C:26]([C:28]([O:30][CH3:31])=[O:29])[N:27]=1)[CH2:19][CH2:18]2)=[O:12]. (2) Reactant: [O:1]=[C:2]1[NH:7][N:6]=[C:5]([C:8]2[S:12][C:11]([C:13]([O:15]CC)=O)=[N:10][C:9]=2[C:18]2[CH:23]=[CH:22][CH:21]=[CH:20][CH:19]=2)[CH:4]=[CH:3]1.[CH:24]1([NH2:27])[CH2:26][CH2:25]1. Product: [CH:24]1([NH:27][C:13]([C:11]2[S:12][C:8]([C:5]3[CH:4]=[CH:3][C:2](=[O:1])[NH:7][N:6]=3)=[C:9]([C:18]3[CH:19]=[CH:20][CH:21]=[CH:22][CH:23]=3)[N:10]=2)=[O:15])[CH2:26][CH2:25]1. The catalyst class is: 12. (3) Reactant: [Br:1][C:2]1[CH:11]=[CH:10][C:5]([C:6]([O:8]C)=O)=[C:4]([CH2:12]Br)[CH:3]=1.[CH3:14][O:15][CH2:16][CH2:17][NH2:18]. Product: [Br:1][C:2]1[CH:3]=[C:4]2[C:5](=[CH:10][CH:11]=1)[C:6](=[O:8])[N:18]([CH2:17][CH2:16][O:15][CH3:14])[CH2:12]2. The catalyst class is: 5. (4) Reactant: [Cl:1][C:2]1[CH:8]=[CH:7][C:5]([NH2:6])=[C:4](I)[CH:3]=1.[CH3:10][N:11]1[C:15](B2OC(C)(C)C(C)(C)O2)=[CH:14][CH:13]=[N:12]1.C(=O)([O-])[O-].[K+].[K+]. Product: [Cl:1][C:2]1[CH:8]=[CH:7][C:5]([NH2:6])=[C:4]([C:15]2[N:11]([CH3:10])[N:12]=[CH:13][CH:14]=2)[CH:3]=1. The catalyst class is: 194. (5) Reactant: Br[CH2:2][C:3]1[CH:8]=[CH:7][CH:6]=[CH:5][C:4]=1[C:9]1[CH:14]=[CH:13][CH:12]=[CH:11][CH:10]=1.[C-]#N.[K+].C1OCCOCCOCCOCCOCCOC1.[C:36](#[N:38])C. Product: [C:4]1([C:9]2[CH:14]=[CH:13][CH:12]=[CH:11][CH:10]=2)[CH:5]=[CH:6][CH:7]=[CH:8][C:3]=1[CH2:2][C:36]#[N:38]. The catalyst class is: 6. (6) Reactant: Cl[C:2]1[C:7]([C:8]([C:10]2[NH:11][CH:12]=[C:13]([C:15]3[C:20]([Cl:21])=[CH:19][CH:18]=[CH:17][C:16]=3[Cl:22])[CH:14]=2)=O)=[CH:6][CH:5]=[CH:4][N:3]=1.O.[NH2:24][NH2:25]. Product: [Cl:22][C:16]1[CH:17]=[CH:18][CH:19]=[C:20]([Cl:21])[C:15]=1[C:13]1[CH:14]=[C:10]([C:8]2[C:7]3[C:2](=[N:3][CH:4]=[CH:5][CH:6]=3)[NH:25][N:24]=2)[NH:11][CH:12]=1. The catalyst class is: 8. (7) Reactant: [CH2:1]1[C:7]2=[C:8]3[C:12](=[CH:13][CH:14]=[C:6]2[O:5][CH2:4][CH2:3][N:2]1C(OC(C)(C)C)=O)[NH:11][CH:10]=[CH:9]3.[H-].[Na+].CN(C=O)C.[F:29][C:30]1[CH:31]=[C:32]([S:37](Cl)(=[O:39])=[O:38])[CH:33]=[CH:34][C:35]=1[CH3:36]. Product: [F:29][C:30]1[CH:31]=[C:32]([S:37]([N:11]2[C:12]3[C:8](=[C:7]4[CH2:1][NH:2][CH2:3][CH2:4][O:5][C:6]4=[CH:14][CH:13]=3)[CH:9]=[CH:10]2)(=[O:39])=[O:38])[CH:33]=[CH:34][C:35]=1[CH3:36]. The catalyst class is: 547.